Dataset: Catalyst prediction with 721,799 reactions and 888 catalyst types from USPTO. Task: Predict which catalyst facilitates the given reaction. (1) Reactant: [CH2:1]([SnH](CCCC)CCCC)[CH2:2][CH2:3]C.Br[CH2:15][CH:16]([OH:18])[CH3:17].[C:19]([O:43][CH:44]1[CH2:49][C:48]([CH3:51])([CH3:50])[N:47]([OH:52])[C:46]([CH3:54])([CH3:53])[CH2:45]1)(=[O:42])[CH2:20][CH2:21][CH2:22][CH2:23][CH2:24][CH2:25][CH2:26][CH2:27][C:28]([O:30][CH:31]1[CH2:36][C:35]([CH3:38])([CH3:37])[N:34]([OH:39])[C:33]([CH3:41])([CH3:40])[CH2:32]1)=[O:29].CCCCCCC.CCCCCCC.C(OCC)(=[O:71])C. Product: [OH:18][CH:16]([CH3:17])[CH2:15][O:39][N:34]1[C:33]([CH3:40])([CH3:41])[CH2:32][CH:31]([O:30][C:28](=[O:29])[CH2:27][CH2:26][CH2:25][CH2:24][CH2:23][CH2:22][CH2:21][CH2:20][C:19]([O:43][CH:44]2[CH2:45][C:46]([CH3:54])([CH3:53])[N:47]([O:52][CH2:1][CH:2]([OH:71])[CH3:3])[C:48]([CH3:51])([CH3:50])[CH2:49]2)=[O:42])[CH2:36][C:35]1([CH3:37])[CH3:38]. The catalyst class is: 159. (2) The catalyst class is: 2. Reactant: [OH:1][C@H:2]([CH2:6][CH:7]([CH3:9])[CH3:8])[C:3]([OH:5])=O.[CH2:10]([N:17]1[CH2:22][CH2:21][NH:20][CH2:19][CH2:18]1)[C:11]1[CH:16]=[CH:15][CH:14]=[CH:13][CH:12]=1.C(N(CC)CC)C.C1C=CC2N(O)N=NC=2C=1.CCN=C=NCCCN(C)C.Cl. Product: [CH2:10]([N:17]1[CH2:22][CH2:21][N:20]([C:3](=[O:5])[CH:2]([OH:1])[CH2:6][CH:7]([CH3:9])[CH3:8])[CH2:19][CH2:18]1)[C:11]1[CH:12]=[CH:13][CH:14]=[CH:15][CH:16]=1. (3) Reactant: C([O:3][C:4](=O)[CH2:5][C:6]([N:8]1[CH2:14][CH2:13][C:12]2[CH:15]=[C:16]([O:19][CH2:20][C:21]3[CH:26]=[CH:25][CH:24]=[C:23]([F:27])[CH:22]=3)[CH:17]=[CH:18][C:11]=2[CH2:10][CH2:9]1)=[O:7])C.Cl.FC1C=C(C=CC=1)COC1C=CC2CC[NH:42]CCC=2C=1.C(C(C(Cl)=O)C(Cl)=O)C. Product: [F:27][C:23]1[CH:22]=[C:21]([CH:26]=[CH:25][CH:24]=1)[CH2:20][O:19][C:16]1[CH:17]=[CH:18][C:11]2[CH2:10][CH2:9][N:8]([C:6](=[O:7])[CH2:5][C:4]([NH2:42])=[O:3])[CH2:14][CH2:13][C:12]=2[CH:15]=1. The catalyst class is: 66. (4) Reactant: [C:1]([N:8]1[CH:12]=[CH:11]N=C1)([N:3]1C=CN=C1)=[O:2].[C:13]([O:17][C:18]([CH3:21])([CH3:20])[CH3:19])(=[O:16])[NH:14]N.NCC1[CH:30]=[CH:29][C:27]([NH2:28])=[CH:26][CH:25]=1. Product: [NH2:28][C:27]1[CH:29]=[CH:30][C:11]([CH2:12][NH:8][C:1]([NH:3][NH:14][C:13]([O:17][C:18]([CH3:21])([CH3:20])[CH3:19])=[O:16])=[O:2])=[CH:25][CH:26]=1. The catalyst class is: 7. (5) Reactant: C1(P(C2C=CC=CC=2)C2C=CC=CC=2)C=CC=CC=1.[I:20]I.N1C=CC=CC=1.O[CH2:29][CH:30]1[CH2:35][CH2:34][N:33]([C:36]([O:38][C:39]([CH3:42])([CH3:41])[CH3:40])=[O:37])[CH2:32][CH2:31]1. Product: [I:20][CH2:29][CH:30]1[CH2:35][CH2:34][N:33]([C:36]([O:38][C:39]([CH3:42])([CH3:41])[CH3:40])=[O:37])[CH2:32][CH2:31]1. The catalyst class is: 11. (6) Reactant: [S:1](Cl)([CH3:4])(=[O:3])=[O:2].[C:6]([O:10][C:11]([N:13]1[CH2:18][CH:17]([CH2:19][OH:20])[CH2:16][CH:15]([N:21]2[C:30]3[CH:29]=[CH:28][CH:27]=[C:26]([Cl:31])[C:25]=3[C:24]3=[N:32][O:33][C:34]([CH3:35])=[C:23]3[C:22]2=[O:36])[CH2:14]1)=[O:12])([CH3:9])([CH3:8])[CH3:7]. Product: [C:6]([O:10][C:11]([N:13]1[CH2:18][CH:17]([CH2:19][O:20][S:1]([CH3:4])(=[O:3])=[O:2])[CH2:16][CH:15]([N:21]2[C:30]3[CH:29]=[CH:28][CH:27]=[C:26]([Cl:31])[C:25]=3[C:24]3=[N:32][O:33][C:34]([CH3:35])=[C:23]3[C:22]2=[O:36])[CH2:14]1)=[O:12])([CH3:9])([CH3:8])[CH3:7]. The catalyst class is: 377. (7) Reactant: O.[NH2:2][NH2:3].[Cl:4][C:5]1[CH:10]=[CH:9][C:8]([F:11])=[CH:7][C:6]=1[CH2:12][N:13]=[C:14]=[S:15]. Product: [Cl:4][C:5]1[CH:10]=[CH:9][C:8]([F:11])=[CH:7][C:6]=1[CH2:12][NH:13][C:14]([NH:2][NH2:3])=[S:15]. The catalyst class is: 12. (8) Reactant: [F:1][C:2]1[C:3]([C:11]([O:13]C)=[O:12])=[CH:4][C:5]2[N:9]=[N:8][NH:7][C:6]=2[CH:10]=1.[OH-].[Li+].O. Product: [F:1][C:2]1[C:3]([C:11]([OH:13])=[O:12])=[CH:4][C:5]2[N:9]=[N:8][NH:7][C:6]=2[CH:10]=1. The catalyst class is: 83. (9) Reactant: [CH3:1][N:2]([S:13]([CH3:16])(=[O:15])=[O:14])[C:3]1[O:4][CH:5]=[C:6]([C:8]([O:10]CC)=[O:9])[N:7]=1.[OH-].[Li+].O1CCCC1.Cl. Product: [CH3:1][N:2]([S:13]([CH3:16])(=[O:15])=[O:14])[C:3]1[O:4][CH:5]=[C:6]([C:8]([OH:10])=[O:9])[N:7]=1. The catalyst class is: 6. (10) Reactant: [C:1]([O:20][C:21]([CH3:24])([CH3:23])[CH3:22])(=[O:19])[CH2:2][CH2:3][CH2:4][CH2:5][CH2:6][CH2:7][CH2:8][CH2:9][CH2:10][CH2:11][CH2:12][CH2:13][CH2:14][CH2:15]C([O-])=O.C([N:27]([CH2:30]C)CC)C.C([O-])=[O:33].[N-]=[N+]=[N-].[Na+]. The catalyst class is: 207. Product: [C:21]([O:20][C:1](=[O:19])[CH2:2][CH2:3][CH2:4][CH2:5][CH2:6][CH2:7][CH2:8][CH2:9][CH2:10][CH2:11][CH2:12][CH2:13][CH2:14][CH2:15][N:27]=[C:30]=[O:33])([CH3:22])([CH3:23])[CH3:24].